From a dataset of Experimentally validated miRNA-target interactions with 360,000+ pairs, plus equal number of negative samples. Binary Classification. Given a miRNA mature sequence and a target amino acid sequence, predict their likelihood of interaction. (1) The miRNA is hsa-miR-4495 with sequence AAUGUAAACAGGCUUUUUGCU. The protein sequence of the target gene is MLSFLRRTLGRRSMRKHAEKERLREAQRAATHIPAAGDAKSIITCRVSLLDGTDVSVDLPKKAKGQELFDQIMYHLDLIESDYFGLRFMDSAQVAHWLDGTKSIKKQVKIGSPYCLHLRVKFYSSEPNNLREELTRYLFVLQLKQDILSGKLECPFDTAVQLAAYNLQAELGDYDLAEHSPELVSEFRFVPIQTEEMELAIFEKWKEYRGQTPAQAETNYLNKAKWLEMYGVDMHVVKARDGNDYSLGLTPTGVLVFEGETKIGLFFWPKITRLDFKKNKLTLVVVEDDDQGKEQEHTFV.... Result: 0 (no interaction). (2) The miRNA is hsa-miR-885-5p with sequence UCCAUUACACUACCCUGCCUCU. The protein sequence of the target gene is MSGRRCAGGGAACASAGAEAVEPSARELFEACRNGDVERVKRLVTPEKVNSRDTAGRKSTPLHFAAGFGRKDVVEYLLQNGANVQARDDGGLIPLHNACSFGHAEVVNLLLQHGADPNARDNWNYTPLHEAAIKGKIDVCIVLLQHGAEPTIRNTDGRTALDLADPSAKAVLTGDYKKDELLESARSGNEEKMMALLTPLNVNCHASDGRKSTPLHLAAGYNRVKIVQLLLHHGADVHAKDKGDLVPLHNACSYGHYEVTELLVKHGACVNAMDLWQFTPLHEAASKNRIEVCSLLLSYG.... Result: 0 (no interaction). (3) The miRNA is hsa-miR-146b-5p with sequence UGAGAACUGAAUUCCAUAGGCUG. The protein sequence of the target gene is MEDSPLPDLRDIELKLGRKVPESLVRSLRGEEPVPRERDRDPCGGSGGGGGGGGGGGGCSSSSSYCSFPPSLSSSSSSSPTSGSPRGSHSSALERLETKLHLLRQEMVNLRATDVRLMRQLLVINESIESIKWMIEEKATITSRGSSLSGSLCSLLESQSTSLRGSYNSLHDGSDGLDGISVGSYLDTLADDVPGHQTPSDLDQFSDSSLIEDSQALHKRPKLDSEYYCFG. Result: 0 (no interaction). (4) The miRNA is hsa-miR-4329 with sequence CCUGAGACCCUAGUUCCAC. The protein sequence of the target gene is MAAAAQSRVVRVLSMSRSAITAIATSVCHGPPCRQLHHALMPHGKGGRSSVSGIVATVFGATGFLGRYVVNHLGRMGSQVIIPYRCDKYDIMHLRPMGDLGQLLFLEWDARDKDSIRRVVQHSNVVINLIGRDWETKNFDFEDVFVKIPQAIAQLSKEAGVEKFIHVSHLNANIKSSSRYLRNKAVGEKVVRDAFPEAIIVKPSDIFGREDRFLNSFASMHRFGPIPLGSLGWKTVKQPVYVVDVSKGIVNAVKDPDANGKSFAFVGPSRYLLFHLVKYIFAVAHRLFLPFPLPLFAYRW.... Result: 1 (interaction).